Dataset: Catalyst prediction with 721,799 reactions and 888 catalyst types from USPTO. Task: Predict which catalyst facilitates the given reaction. (1) The catalyst class is: 48. Product: [CH2:14]([N:1]1[CH2:6][CH2:5][CH2:4][CH:3]([C:7]([O:9][CH2:10][CH3:11])=[O:8])[CH2:2]1)[CH:13]=[CH2:12]. Reactant: [NH:1]1[CH2:6][CH2:5][CH2:4][CH:3]([C:7]([O:9][CH2:10][CH3:11])=[O:8])[CH2:2]1.[CH2:12](Br)[CH:13]=[CH2:14].C(=O)([O-])[O-].[Na+].[Na+]. (2) Reactant: [C:1]([O:5][C:6]([N:8]1[C:12](=[O:13])[CH2:11][C:10]2([CH2:18][CH2:17][CH2:16][CH2:15][CH2:14]2)[CH2:9]1)=[O:7])([CH3:4])([CH3:3])[CH3:2].[Li+].[OH-].CCCCCC.BrC1C=CC=C([OH:34])C=1C. Product: [C:1]([O:5][C:6]([NH:8][CH2:9][C:10]1([CH2:11][C:12]([OH:34])=[O:13])[CH2:18][CH2:17][CH2:16][CH2:15][CH2:14]1)=[O:7])([CH3:4])([CH3:3])[CH3:2]. The catalyst class is: 56. (3) Reactant: [OH:1][CH2:2][CH2:3][CH2:4][CH2:5][SH:6].[H-].[Na+].Cl[C:10]1[CH:15]=[CH:14][C:13]([C:16](=[O:18])[CH3:17])=[CH:12][CH:11]=1. Product: [OH:1][CH2:2][CH2:3][CH2:4][CH2:5][S:6][C:10]1[CH:15]=[CH:14][C:13]([C:16](=[O:18])[CH3:17])=[CH:12][CH:11]=1. The catalyst class is: 215. (4) Reactant: [Cl:1][C:2]1[CH:21]=[CH:20][C:5]([NH:6][C:7]2[C:16]3[C:11](=[CH:12][C:13]([OH:19])=[C:14]([O:17][CH3:18])[CH:15]=3)[N:10]=[CH:9][N:8]=2)=[C:4]([F:22])[CH:3]=1.Br[CH2:24][CH2:25][CH2:26][Cl:27].C(=O)([O-])[O-].[K+].[K+]. Product: [Cl:1][C:2]1[CH:21]=[CH:20][C:5]([NH:6][C:7]2[C:16]3[C:11](=[CH:12][C:13]([O:19][CH2:24][CH2:25][CH2:26][Cl:27])=[C:14]([O:17][CH3:18])[CH:15]=3)[N:10]=[CH:9][N:8]=2)=[C:4]([F:22])[CH:3]=1. The catalyst class is: 18. (5) Reactant: Cl[C:2]1[CH:3]=[CH:4][C:5]2[N:11]3[CH2:12][CH2:13][CH:8]([CH2:9][CH2:10]3)[NH:7][C:6]=2[N:14]=1.[F:15][C:16]([F:27])([F:26])[C:17]1[CH:18]=[C:19](B(O)O)[CH:20]=[CH:21][CH:22]=1.C([O-])([O-])=O.[Cs+].[Cs+]. Product: [F:15][C:16]([F:27])([F:26])[C:17]1[CH:22]=[C:21]([C:2]2[CH:3]=[CH:4][C:5]3[N:11]4[CH2:12][CH2:13][CH:8]([CH2:9][CH2:10]4)[NH:7][C:6]=3[N:14]=2)[CH:20]=[CH:19][CH:18]=1. The catalyst class is: 140. (6) Reactant: [CH3:1][O:2][C:3]1[CH:4]=[C:5]([NH:14][C:15]([C@@H:17]2[CH2:21][CH2:20][CH2:19][NH:18]2)=[O:16])[CH:6]=[CH:7][C:8]=1[C:9]1[O:13][CH:12]=[N:11][CH:10]=1.C(N(C(C)C)CC)(C)C.[C:31](Cl)(=[O:35])[CH:32]([CH3:34])[CH3:33]. Product: [C:31]([N:18]1[CH2:19][CH2:20][CH2:21][C@H:17]1[C:15]([NH:14][C:5]1[CH:6]=[CH:7][C:8]([C:9]2[O:13][CH:12]=[N:11][CH:10]=2)=[C:3]([O:2][CH3:1])[CH:4]=1)=[O:16])(=[O:35])[CH:32]([CH3:34])[CH3:33]. The catalyst class is: 4.